From a dataset of Forward reaction prediction with 1.9M reactions from USPTO patents (1976-2016). Predict the product of the given reaction. (1) Given the reactants [CH3:1][CH:2]1[CH2:8][CH2:7][NH:6][C:5](=[O:9])[CH2:4][CH2:3]1.S(OC)(O[CH3:14])(=O)=O.[OH-].[K+], predict the reaction product. The product is: [CH3:14][O:9][C:5]1[CH2:4][CH2:3][CH:2]([CH3:1])[CH2:8][CH2:7][N:6]=1. (2) Given the reactants [CH3:1][C:2]1[CH:7]=[CH:6][C:5]([S:8][CH2:9][C:10]2[CH:19]=[CH:18][CH:17]=[CH:16][C:11]=2[C:12]([O:14][CH3:15])=[O:13])=[C:4]([N+:20]([O-])=O)[CH:3]=1.[NH4+].[Cl-], predict the reaction product. The product is: [NH2:20][C:4]1[CH:3]=[C:2]([CH3:1])[CH:7]=[CH:6][C:5]=1[S:8][CH2:9][C:10]1[CH:19]=[CH:18][CH:17]=[CH:16][C:11]=1[C:12]([O:14][CH3:15])=[O:13].